The task is: Predict the reaction yield, written as a fraction of the theoretical maximum amount of product (1.0 means a 100% yield; for example, 0.34 means a 34% yield).. This data is from Reaction yield outcomes from USPTO patents with 853,638 reactions. (1) The reactants are [CH2:1]([CH:3]([CH2:6][CH3:7])[CH:4]=O)[CH3:2].Cl.[CH3:9][O:10][C:11]1[CH:16]=[CH:15][CH:14]=[CH:13][C:12]=1[NH:17]N.S(=O)(=O)(O)O.[BH4-].[Na+].[OH-].[Na+]. The catalyst is C(O)C.O. The product is [CH2:1]([C:3]1([CH2:6][CH3:7])[C:13]2[C:12](=[C:11]([O:10][CH3:9])[CH:16]=[CH:15][CH:14]=2)[NH:17][CH2:4]1)[CH3:2]. The yield is 0.120. (2) The reactants are [CH:1]1([CH2:4][O:5][C:6]2[CH:7]=[CH:8][CH:9]=[C:10]3[C:15]=2[N:14]=[C:13]([CH:16]=O)[CH:12]=[CH:11]3)[CH2:3][CH2:2]1.[CH3:18][N:19]([C@H:27]1[CH2:31][CH2:30][N:29]([CH:32]([C:37]2[CH:38]=[N:39][C:40]([NH:43][NH2:44])=[CH:41][CH:42]=2)[C:33]([F:36])([F:35])[F:34])[CH2:28]1)C(=O)OC(C)(C)C.C(O)(=O)C.C(O)(=O)C.IC1C=CC=CC=1. The catalyst is C(O)C.CC#N. The product is [CH:1]1([CH2:4][O:5][C:6]2[CH:7]=[CH:8][CH:9]=[C:10]3[C:15]=2[N:14]=[C:13]([C:16]2[N:39]4[CH:38]=[C:37]([CH:32]([N:29]5[CH2:30][CH2:31][C@H:27]([NH:19][CH3:18])[CH2:28]5)[C:33]([F:34])([F:36])[F:35])[CH:42]=[CH:41][C:40]4=[N:43][N:44]=2)[CH:12]=[CH:11]3)[CH2:3][CH2:2]1. The yield is 0.440. (3) The reactants are C([N:4]1[C@H:9]([C:10]2[C:15]([CH3:16])=[CH:14][CH:13]=[CH:12][N:11]=2)[CH2:8][CH2:7][CH2:6][C@@H:5]1[C:17]1[C:22]([CH3:23])=[CH:21][CH:20]=[CH:19][N:18]=1)C=C.CN1C(=O)CC(=O)N(C)C1=O.C([O-])(O)=O.[Na+]. The catalyst is C(Cl)Cl.C1C=CC([P]([Pd]([P](C2C=CC=CC=2)(C2C=CC=CC=2)C2C=CC=CC=2)([P](C2C=CC=CC=2)(C2C=CC=CC=2)C2C=CC=CC=2)[P](C2C=CC=CC=2)(C2C=CC=CC=2)C2C=CC=CC=2)(C2C=CC=CC=2)C2C=CC=CC=2)=CC=1. The product is [CH3:16][C:15]1[C:10]([C@H:9]2[CH2:8][CH2:7][CH2:6][C@@H:5]([C:17]3[C:22]([CH3:23])=[CH:21][CH:20]=[CH:19][N:18]=3)[NH:4]2)=[N:11][CH:12]=[CH:13][CH:14]=1. The yield is 0.850. (4) The reactants are I[CH:2]1[CH2:5][N:4]([C:6]([O:8][C:9]([CH3:12])([CH3:11])[CH3:10])=[O:7])[CH2:3]1.[NH2:13][C:14]1[CH:19]=[CH:18][C:17](B(O)O)=[CH:16][CH:15]=1.C[Si]([N-][Si](C)(C)C)(C)C.[Na+].N[C@H]1CCCC[C@H]1O. The catalyst is C(O)(C)C. The product is [NH2:13][C:14]1[CH:19]=[CH:18][C:17]([CH:2]2[CH2:5][N:4]([C:6]([O:8][C:9]([CH3:12])([CH3:11])[CH3:10])=[O:7])[CH2:3]2)=[CH:16][CH:15]=1. The yield is 0.400. (5) The reactants are [C:1]([NH:4][CH2:5][C:6]([OH:8])=[O:7])(=[O:3])[CH3:2].C=O.O.[C:12]([OH:15])(=[O:14])[CH3:13].N(CC(O)=O)CC(O)=O. The catalyst is COCCOC. The product is [C:1]([N:4]([CH2:13][C:12]([OH:15])=[O:14])[CH2:5][C:6]([OH:8])=[O:7])(=[O:3])[CH3:2]. The yield is 0.870.